Dataset: Ames mutagenicity test results for genotoxicity prediction. Task: Regression/Classification. Given a drug SMILES string, predict its toxicity properties. Task type varies by dataset: regression for continuous values (e.g., LD50, hERG inhibition percentage) or binary classification for toxic/non-toxic outcomes (e.g., AMES mutagenicity, cardiotoxicity, hepatotoxicity). Dataset: ames. (1) The drug is O=Nn1cnc(CC(=O)NO)c1. The result is 1 (mutagenic). (2) The compound is CCN(CCO)N=O. The result is 1 (mutagenic). (3) The compound is O=C1c2ccccc2C(=O)c2c(OC3OC(CO)C(O)C(O)C3O)ccc(O)c21. The result is 1 (mutagenic).